From a dataset of CYP2C9 inhibition data for predicting drug metabolism from PubChem BioAssay. Regression/Classification. Given a drug SMILES string, predict its absorption, distribution, metabolism, or excretion properties. Task type varies by dataset: regression for continuous measurements (e.g., permeability, clearance, half-life) or binary classification for categorical outcomes (e.g., BBB penetration, CYP inhibition). Dataset: cyp2c9_veith. (1) The compound is CCCCCCCOC1(c2ccccc2)OC(=O)c2ccccc21. The result is 1 (inhibitor). (2) The compound is O=C(Cc1ccccc1[N+](=O)[O-])NCCSCc1c(F)cccc1Cl. The result is 0 (non-inhibitor). (3) The molecule is N#CC1=C(N)OC2=C(C(=O)CC(c3ccco3)C2)C1c1ccc(OCc2c(F)cccc2Cl)cc1. The result is 1 (inhibitor). (4) The drug is N#CCCn1c(=O)c(-c2ccc(F)cc2)nc2cnc(N3CCNCC3)nc21. The result is 1 (inhibitor). (5) The compound is Cc1ccc(NS(=O)(=O)c2cc(C(=O)N3CCc4ccccc4C3)ccc2Cl)cc1. The result is 1 (inhibitor). (6) The molecule is CCOc1ccc(C(F)(F)F)cc1NC(=O)c1ccc(OC)c([N+](=O)[O-])c1. The result is 0 (non-inhibitor). (7) The compound is Cc1cnc(CNc2ccnc(-c3ccccc3CN(C)C)n2)cn1. The result is 0 (non-inhibitor). (8) The compound is COc1ccccc1S(=O)(=O)Nc1ccc(-c2nnc3n2CCCCC3)cc1. The result is 0 (non-inhibitor). (9) The molecule is CC[C@H](C)C(=O)O[C@@H]1C[C@H](C)C=C2C=C[C@H](C)[C@@H](CC[C@H]3C[C@@H](O)CC(=O)O3)[C@H]21. The result is 0 (non-inhibitor). (10) The result is 0 (non-inhibitor). The molecule is COc1cc2cc3c(N)c(C(=O)Nc4sc(C)c(C)c4C#N)sc3nc2cc1OC.